Dataset: Full USPTO retrosynthesis dataset with 1.9M reactions from patents (1976-2016). Task: Predict the reactants needed to synthesize the given product. (1) Given the product [CH3:8][C:9]1([CH3:23])[N:13]([C:5](=[O:7])[CH3:6])[CH2:12][C:11]2([CH2:18][C:17]([CH3:20])([CH3:19])[NH:16][C:15]([CH3:22])([CH3:21])[CH2:14]2)[NH:10]1, predict the reactants needed to synthesize it. The reactants are: C(O[C:5](=[O:7])[CH3:6])(=O)C.[CH3:8][C:9]1([CH3:23])[NH:13][CH2:12][C:11]2([CH2:18][C:17]([CH3:20])([CH3:19])[NH:16][C:15]([CH3:22])([CH3:21])[CH2:14]2)[NH:10]1.[OH-].[Na+].[Na+].[Cl-]. (2) Given the product [F:15][C:9]1[CH:8]=[C:7]([N:5]2[CH:6]=[C:2]([CH3:16])[CH:3]=[N:4]2)[CH:12]=[CH:11][C:10]=1[O:13][CH3:14], predict the reactants needed to synthesize it. The reactants are: Br[C:2]1[CH:3]=[N:4][N:5]([C:7]2[CH:12]=[CH:11][C:10]([O:13][CH3:14])=[C:9]([F:15])[CH:8]=2)[CH:6]=1.[CH3:16]B(O)O.C(=O)([O-])[O-].[Cs+].[Cs+]. (3) Given the product [F:1][C:2]1[CH:3]=[C:4]([N:14]2[CH2:18][C@H:17]([CH2:19][NH:20][C:21](=[O:23])[CH3:22])[O:16][C:15]2=[O:24])[CH:5]=[CH:6][C:7]=1[N:8]1[CH2:13][CH2:12][N:11]([C:15]([N:14]2[CH2:18][CH2:25][O:28][CH2:3][CH2:4]2)=[O:16])[CH2:10][CH2:9]1, predict the reactants needed to synthesize it. The reactants are: [F:1][C:2]1[CH:3]=[C:4]([N:14]2[CH2:18][C@H:17]([CH2:19][NH:20][C:21](=[O:23])[CH3:22])[O:16][C:15]2=[O:24])[CH:5]=[CH:6][C:7]=1[N:8]1[CH2:13][CH2:12][NH:11][CH2:10][CH2:9]1.[C:25](=[O:28])([O-])[O-].[K+].[K+]. (4) Given the product [C:38]([NH:37][C:35]1[S:34][C:32]2[C:31]([N:36]=1)=[CH:30][CH:29]=[C:28]([O:27][C:26]1[C:25]([Cl:42])=[CH:24][C:23]([F:43])=[C:22]([NH:21][C:4](=[O:6])[C:3]3[CH:7]=[CH:8][CH:9]=[C:10]([C:11]([C:14]#[N:15])([CH3:13])[CH3:12])[C:2]=3[Cl:1])[CH:41]=1)[N:33]=2)(=[O:40])[CH3:39], predict the reactants needed to synthesize it. The reactants are: [Cl:1][C:2]1[C:10]([C:11]([C:14]#[N:15])([CH3:13])[CH3:12])=[CH:9][CH:8]=[CH:7][C:3]=1[C:4]([OH:6])=O.CN(C)C=O.[NH2:21][C:22]1[C:23]([F:43])=[CH:24][C:25]([Cl:42])=[C:26]([CH:41]=1)[O:27][C:28]1[N:33]=[C:32]2[S:34][C:35]([NH:37][C:38](=[O:40])[CH3:39])=[N:36][C:31]2=[CH:30][CH:29]=1.O.